Predict the reactants needed to synthesize the given product. From a dataset of Full USPTO retrosynthesis dataset with 1.9M reactions from patents (1976-2016). (1) Given the product [C:1]([O:5][C:6]([N:8]1[CH:12]=[C:11]([CH2:13][C:15]#[N:16])[CH:10]=[N:9]1)=[O:7])([CH3:4])([CH3:3])[CH3:2], predict the reactants needed to synthesize it. The reactants are: [C:1]([O:5][C:6]([N:8]1[CH:12]=[C:11]([CH2:13]Br)[CH:10]=[N:9]1)=[O:7])([CH3:4])([CH3:3])[CH3:2].[C-:15]#[N:16].[K+].O. (2) Given the product [CH3:7][O:8][CH:9]([O:12][CH3:13])[CH2:10][S:6][C:2]1[S:1][CH:5]=[CH:4][CH:3]=1, predict the reactants needed to synthesize it. The reactants are: [S:1]1[CH:5]=[CH:4][CH:3]=[C:2]1[SH:6].[CH3:7][O:8][CH:9]([O:12][CH3:13])[CH2:10]Br.C(=O)([O-])[O-].[K+].[K+]. (3) Given the product [CH:1]1([C:6]2[CH:11]=[CH:10][CH:9]=[CH:8][C:7]=2[NH2:12])[CH2:2][CH2:3][CH2:4][CH2:5]1, predict the reactants needed to synthesize it. The reactants are: [C:1]1([C:6]2[CH:11]=[CH:10][CH:9]=[CH:8][C:7]=2[N+:12]([O-])=O)[CH2:5][CH2:4][CH2:3][CH:2]=1. (4) The reactants are: [F:1][C:2]1[CH:10]=[C:9]2[C:5]([C:6]([C:12]3[N:13]=[C:14]4[C:20]([C:21]([OH:23])=O)=[CH:19][N:18]([CH2:24][O:25][CH2:26][CH2:27][Si:28]([CH3:31])([CH3:30])[CH3:29])[C:15]4=[N:16][CH:17]=3)=[N:7][N:8]2[CH3:11])=[CH:4][CH:3]=1.CN(C(ON1N=NC2C=CC=NC1=2)=[N+](C)C)C.F[P-](F)(F)(F)(F)F.[Br:56][C:57]1[CH:62]=[CH:61][C:60]([C:63]2([NH2:66])[CH2:65][CH2:64]2)=[CH:59][CH:58]=1.CCN(C(C)C)C(C)C. Given the product [Br:56][C:57]1[CH:58]=[CH:59][C:60]([C:63]2([NH:66][C:21]([C:20]3[C:14]4[C:15](=[N:16][CH:17]=[C:12]([C:6]5[C:5]6[C:9](=[CH:10][C:2]([F:1])=[CH:3][CH:4]=6)[N:8]([CH3:11])[N:7]=5)[N:13]=4)[N:18]([CH2:24][O:25][CH2:26][CH2:27][Si:28]([CH3:31])([CH3:29])[CH3:30])[CH:19]=3)=[O:23])[CH2:64][CH2:65]2)=[CH:61][CH:62]=1, predict the reactants needed to synthesize it. (5) Given the product [CH2:7]([C:9]1[C:13]([N+:14]([O-:16])=[O:15])=[C:12]([C:17]([NH2:19])=[O:18])[N:11]([CH2:21][C:22]2[CH:27]=[CH:26][CH:25]=[CH:24][N:23]=2)[N:10]=1)[CH3:8], predict the reactants needed to synthesize it. The reactants are: C(=O)([O-])[O-].[Cs+].[Cs+].[CH2:7]([C:9]1[C:13]([N+:14]([O-:16])=[O:15])=[C:12]([C:17]([NH2:19])=[O:18])[NH:11][N:10]=1)[CH3:8].Cl[CH2:21][C:22]1[CH:27]=[CH:26][CH:25]=[CH:24][N:23]=1.O.